Dataset: NCI-60 drug combinations with 297,098 pairs across 59 cell lines. Task: Regression. Given two drug SMILES strings and cell line genomic features, predict the synergy score measuring deviation from expected non-interaction effect. (1) Drug 1: C1=C(C(=O)NC(=O)N1)F. Drug 2: C(=O)(N)NO. Cell line: PC-3. Synergy scores: CSS=37.8, Synergy_ZIP=1.42, Synergy_Bliss=-0.697, Synergy_Loewe=-8.01, Synergy_HSA=1.84. (2) Drug 1: CC1CCC2CC(C(=CC=CC=CC(CC(C(=O)C(C(C(=CC(C(=O)CC(OC(=O)C3CCCCN3C(=O)C(=O)C1(O2)O)C(C)CC4CCC(C(C4)OC)OCCO)C)C)O)OC)C)C)C)OC. Drug 2: C1=CC=C(C(=C1)C(C2=CC=C(C=C2)Cl)C(Cl)Cl)Cl. Cell line: 786-0. Synergy scores: CSS=1.70, Synergy_ZIP=0.888, Synergy_Bliss=3.16, Synergy_Loewe=1.45, Synergy_HSA=3.17. (3) Drug 1: C1CCC(C1)C(CC#N)N2C=C(C=N2)C3=C4C=CNC4=NC=N3. Drug 2: C1=CC(=CC=C1CCC2=CNC3=C2C(=O)NC(=N3)N)C(=O)NC(CCC(=O)O)C(=O)O. Cell line: OVCAR-8. Synergy scores: CSS=28.0, Synergy_ZIP=0.409, Synergy_Bliss=-0.711, Synergy_Loewe=-20.3, Synergy_HSA=-2.01. (4) Drug 1: COC1=CC(=CC(=C1O)OC)C2C3C(COC3=O)C(C4=CC5=C(C=C24)OCO5)OC6C(C(C7C(O6)COC(O7)C8=CC=CS8)O)O. Drug 2: CC1=CC=C(C=C1)C2=CC(=NN2C3=CC=C(C=C3)S(=O)(=O)N)C(F)(F)F. Cell line: NCI-H522. Synergy scores: CSS=34.7, Synergy_ZIP=-11.0, Synergy_Bliss=-4.08, Synergy_Loewe=-0.0882, Synergy_HSA=0.640. (5) Drug 1: C1CC(=O)NC(=O)C1N2CC3=C(C2=O)C=CC=C3N. Drug 2: CC1=C(C(=O)C2=C(C1=O)N3CC4C(C3(C2COC(=O)N)OC)N4)N. Cell line: NCI-H322M. Synergy scores: CSS=14.2, Synergy_ZIP=-3.93, Synergy_Bliss=0.629, Synergy_Loewe=-6.78, Synergy_HSA=-0.641.